From a dataset of Full USPTO retrosynthesis dataset with 1.9M reactions from patents (1976-2016). Predict the reactants needed to synthesize the given product. (1) Given the product [CH:26]1([CH2:32][C:17]2[CH:18]=[C:19]([C:22]([F:23])([F:24])[F:25])[CH:20]=[CH:21][C:16]=2[O:15][CH3:14])[CH2:31][CH2:30][CH2:29][CH2:28][CH2:27]1, predict the reactants needed to synthesize it. The reactants are: CN(CCN(C)C)C.[Li]CCCC.[CH3:14][O:15][C:16]1[CH:21]=[CH:20][C:19]([C:22]([F:25])([F:24])[F:23])=[CH:18][CH:17]=1.[CH:26]1([CH2:32]Br)[CH2:31][CH2:30][CH2:29][CH2:28][CH2:27]1. (2) Given the product [OH:9][CH2:10][CH:11]([CH:24]([CH3:26])[CH3:25])[CH2:12][O:13][C:14]1[CH:23]=[CH:22][C:17]([C:18]([O:20][CH3:21])=[O:19])=[CH:16][CH:15]=1, predict the reactants needed to synthesize it. The reactants are: C([O:9][CH2:10][CH:11]([CH:24]([CH3:26])[CH3:25])[CH2:12][O:13][C:14]1[CH:23]=[CH:22][C:17]([C:18]([O:20][CH3:21])=[O:19])=[CH:16][CH:15]=1)(=O)C1C=CC=CC=1.C(=O)([O-])[O-].[K+].[K+].CO. (3) Given the product [C:14]([O:13][C:11]([N:8]1[CH2:9][CH2:10][C:5]2[N:4]([CH3:18])[N:3]=[C:2]([CH3:1])[C:6]=2[CH2:7]1)=[O:12])([CH3:17])([CH3:16])[CH3:15].[CH3:18][N:3]1[C:2]([CH3:1])=[C:6]2[CH2:7][N:8]([C:11]([O:13][C:14]([CH3:17])([CH3:16])[CH3:15])=[O:12])[CH2:9][CH2:10][C:5]2=[N:4]1, predict the reactants needed to synthesize it. The reactants are: [CH3:1][C:2]1[C:6]2[CH2:7][N:8]([C:11]([O:13][C:14]([CH3:17])([CH3:16])[CH3:15])=[O:12])[CH2:9][CH2:10][C:5]=2[NH:4][N:3]=1.[C:18]([O-])([O-])=O.[K+].[K+].IC.